From a dataset of Full USPTO retrosynthesis dataset with 1.9M reactions from patents (1976-2016). Predict the reactants needed to synthesize the given product. (1) Given the product [Cl:30][C:25]1[CH:26]=[CH:27][CH:28]=[CH:29][C:24]=1[C:16]1[CH:17]=[C:18]([F:23])[CH:19]=[C:20]2[C:15]=1[O:14][CH:13]([CH2:12][NH:32][CH3:31])[CH:22]=[CH:21]2, predict the reactants needed to synthesize it. The reactants are: CC1C=CC(S(O[CH2:12][CH:13]2[CH:22]=[CH:21][C:20]3[C:15](=[C:16]([C:24]4[CH:29]=[CH:28][CH:27]=[CH:26][C:25]=4[Cl:30])[CH:17]=[C:18]([F:23])[CH:19]=3)[O:14]2)(=O)=O)=CC=1.[CH3:31][NH2:32].[OH-].[Na+]. (2) Given the product [CH3:23][C:18]1([CH3:24])[C:19]([CH3:22])([CH3:21])[O:20][B:16]([C:7]2[CH:8]=[C:9]3[C:13](=[CH:14][CH:15]=2)[NH:12][N:11]=[CH:10]3)[O:17]1, predict the reactants needed to synthesize it. The reactants are: C([O-])(=O)C.[K+].Br[C:7]1[CH:8]=[C:9]2[C:13](=[CH:14][CH:15]=1)[NH:12][N:11]=[CH:10]2.[B:16]1([B:16]2[O:20][C:19]([CH3:22])([CH3:21])[C:18]([CH3:24])([CH3:23])[O:17]2)[O:20][C:19]([CH3:22])([CH3:21])[C:18]([CH3:24])([CH3:23])[O:17]1. (3) Given the product [CH3:1][O:2][CH2:3][CH2:4][N:5]1[C:13]2[CH:12]=[CH:11][CH:10]=[C:9]([NH2:14])[C:8]=2[CH2:7][CH2:6]1, predict the reactants needed to synthesize it. The reactants are: [CH3:1][O:2][CH2:3][CH2:4][N:5]1[C:13]2[CH:12]=[CH:11][CH:10]=[C:9]([NH2:14])[C:8]=2[CH:7]=[CH:6]1.[BH3-]C#N.[Na+]. (4) Given the product [CH3:28][N:29]([CH3:30])[C:12](=[O:13])[CH2:11][CH2:10][O:9][C@H:6]1[CH2:7][CH2:8][C@H:3]([N:2]([CH3:1])[S:15]([C:18]2[CH:23]=[CH:22][C:21]([C:24]([F:27])([F:26])[F:25])=[CH:20][CH:19]=2)(=[O:17])=[O:16])[CH2:4][CH2:5]1, predict the reactants needed to synthesize it. The reactants are: [CH3:1][N:2]([S:15]([C:18]1[CH:23]=[CH:22][C:21]([C:24]([F:27])([F:26])[F:25])=[CH:20][CH:19]=1)(=[O:17])=[O:16])[C@H:3]1[CH2:8][CH2:7][C@H:6]([O:9][CH2:10][CH2:11][C:12](O)=[O:13])[CH2:5][CH2:4]1.[CH3:28][NH:29][CH3:30].CN1CCOCC1.CCN=C=NCCCN(C)C.C1C=CC2N(O)N=NC=2C=1. (5) Given the product [ClH:10].[NH:2]=[C:1]([N:17]1[CH2:21][CH2:20][CH2:19][CH2:18]1)[C:3]1[CH:8]=[CH:7][C:6]([OH:9])=[CH:5][CH:4]=1, predict the reactants needed to synthesize it. The reactants are: [C:1]([C:3]1[CH:8]=[CH:7][C:6]([OH:9])=[CH:5][CH:4]=1)#[N:2].[ClH:10].O1CCOCC1.[NH:17]1[CH2:21][CH2:20][CH2:19][CH2:18]1.